The task is: Predict which catalyst facilitates the given reaction.. This data is from Catalyst prediction with 721,799 reactions and 888 catalyst types from USPTO. Reactant: C([O:3][C:4]([C:6]1[N:7]([CH2:33][C:34]2[CH:39]=[CH:38][CH:37]=[C:36]([Cl:40])[CH:35]=2)[C:8]2[C:13]([C:14]=1[NH:15][C:16](=[O:24])[C:17]1[CH:22]=[CH:21][C:20]([Cl:23])=[CH:19][CH:18]=1)=[CH:12][CH:11]=[C:10]([C:25]1[CH:30]=[CH:29][C:28]([CH2:31][OH:32])=[CH:27][CH:26]=1)[CH:9]=2)=[O:5])C.[OH-].[Na+]. The catalyst class is: 23. Product: [Cl:23][C:20]1[CH:19]=[CH:18][C:17]([C:16]([NH:15][C:14]2[C:13]3[C:8](=[CH:9][C:10]([C:25]4[CH:26]=[CH:27][C:28]([CH2:31][OH:32])=[CH:29][CH:30]=4)=[CH:11][CH:12]=3)[N:7]([CH2:33][C:34]3[CH:39]=[CH:38][CH:37]=[C:36]([Cl:40])[CH:35]=3)[C:6]=2[C:4]([OH:5])=[O:3])=[O:24])=[CH:22][CH:21]=1.